This data is from Experimentally validated miRNA-target interactions with 360,000+ pairs, plus equal number of negative samples. The task is: Binary Classification. Given a miRNA mature sequence and a target amino acid sequence, predict their likelihood of interaction. The miRNA is mmu-miR-495-3p with sequence AAACAAACAUGGUGCACUUCUU. The protein sequence of the target gene is MASLLWGGDAGAAESERLNSHFSNLSQPRKNLWGIKSTAVRNIDGSINNINEDDEEDVVDLAANSLLNKLIHQSLVESSHRVEVLQKDPSSPLYSVKTFEELRLKEELLKGIYAMGFNRPSKIQEMALPMMLAHPPQNLIAQSQSGTGKTAAFVLAMLSRVNALELFPQCLCLAPTYELALQTGRVVEQMGKFCVDVQVMYAIRGNRIPRGTDITKQIIIGTPGTVLDWCFKLKLIDLTKIRVFVLDEADVMIDTQGFSDHSIRIQRALPSECQMLLFSATFEDSVWHFAERIIPDPNVI.... Result: 0 (no interaction).